Dataset: Peptide-MHC class I binding affinity with 185,985 pairs from IEDB/IMGT. Task: Regression. Given a peptide amino acid sequence and an MHC pseudo amino acid sequence, predict their binding affinity value. This is MHC class I binding data. The peptide sequence is HDLMKQKCL. The MHC is HLA-B44:02 with pseudo-sequence HLA-B44:02. The binding affinity (normalized) is 0.